Dataset: Forward reaction prediction with 1.9M reactions from USPTO patents (1976-2016). Task: Predict the product of the given reaction. (1) Given the reactants Cl.[F:2][C:3]([F:14])([F:13])[C:4]1[N:8]2[CH2:9][CH2:10][NH:11][CH2:12][C:7]2=[N:6][N:5]=1.C(N(CC)C(C)C)(C)C.Cl[C:25](OC(Cl)(Cl)Cl)=[O:26].Cl.[NH2:33][CH2:34][C:35]1[C:40]([Cl:41])=[N:39][CH:38]=[CH:37][N:36]=1.C(N(CC)CC)C, predict the reaction product. The product is: [Cl:41][C:40]1[C:35]([CH2:34][NH:33][C:25]([N:11]2[CH2:10][CH2:9][N:8]3[C:4]([C:3]([F:13])([F:2])[F:14])=[N:5][N:6]=[C:7]3[CH2:12]2)=[O:26])=[N:36][CH:37]=[CH:38][N:39]=1. (2) Given the reactants [Cl:1][C:2]1[CH:7]=[CH:6][C:5]([CH:8]([C:34]2[CH:39]=[CH:38][C:37]([Cl:40])=[CH:36][CH:35]=2)[C:9]2[CH:10]=[C:11]3[C:16](=[CH:17][CH:18]=2)[N:15]=[CH:14][N:13]=[C:12]3[NH:19][CH:20]2[CH2:25][CH2:24][N:23]([S:26]([CH2:29][C:30]([O:32]C)=O)(=[O:28])=[O:27])[CH2:22][CH2:21]2)=[CH:4][CH:3]=1.[NH3:41].CO, predict the reaction product. The product is: [Cl:1][C:2]1[CH:3]=[CH:4][C:5]([CH:8]([C:34]2[CH:39]=[CH:38][C:37]([Cl:40])=[CH:36][CH:35]=2)[C:9]2[CH:10]=[C:11]3[C:16](=[CH:17][CH:18]=2)[N:15]=[CH:14][N:13]=[C:12]3[NH:19][CH:20]2[CH2:21][CH2:22][N:23]([S:26]([CH2:29][C:30]([NH2:41])=[O:32])(=[O:27])=[O:28])[CH2:24][CH2:25]2)=[CH:6][CH:7]=1. (3) Given the reactants [N:1]1[CH:6]=[CH:5][CH:4]=[N:3][C:2]=1[NH:7][CH2:8][CH:9]1[CH2:14][CH2:13][N:12]([C:15]([O:17]CC2C=CC=CC=2)=O)[CH2:11][CH2:10]1.N1CCCCC1.C(Cl)CCl.C1C=CC2N(O)N=NC=2C=1.[S:45]1[CH:49]=[CH:48][CH:47]=[C:46]1[CH2:50][CH2:51][CH2:52]C(O)=O, predict the reaction product. The product is: [N:3]1[CH:4]=[CH:5][CH:6]=[N:1][C:2]=1[NH:7][CH2:8][CH:9]1[CH2:10][CH2:11][N:12]([C:15](=[O:17])[CH2:52][CH2:51][CH2:50][C:46]2[S:45][CH:49]=[CH:48][CH:47]=2)[CH2:13][CH2:14]1. (4) Given the reactants [CH3:1][O:2][C:3]1[CH:9]=[CH:8][C:6]([NH2:7])=[CH:5][CH:4]=1.[N+:10]([C:13]1[CH:21]=[C:20]([N+:22]([O-:24])=[O:23])[CH:19]=[CH:18][C:14]=1[C:15](Cl)=[O:16])([O-:12])=[O:11], predict the reaction product. The product is: [CH3:1][O:2][C:3]1[CH:9]=[CH:8][C:6]([NH:7][C:15](=[O:16])[C:14]2[CH:18]=[CH:19][C:20]([N+:22]([O-:24])=[O:23])=[CH:21][C:13]=2[N+:10]([O-:12])=[O:11])=[CH:5][CH:4]=1. (5) Given the reactants Cl[C:2]1[C:12]([C:13]#[N:14])=[CH:11][C:5]([C:6]([O:8][CH2:9][CH3:10])=[O:7])=[C:4]([CH3:15])[N:3]=1.[NH:16]1[CH2:21][CH2:20][NH:19][CH2:18][CH2:17]1.C(N(CC)CC)C, predict the reaction product. The product is: [C:13]([C:12]1[C:2]([N:16]2[CH2:21][CH2:20][NH:19][CH2:18][CH2:17]2)=[N:3][C:4]([CH3:15])=[C:5]([CH:11]=1)[C:6]([O:8][CH2:9][CH3:10])=[O:7])#[N:14]. (6) Given the reactants [OH-].[Na+].C([O:5][C:6](=[O:16])[CH:7]([OH:15])[C:8]1[C:13]([CH3:14])=[CH:12][CH:11]=[CH:10][N:9]=1)C, predict the reaction product. The product is: [OH:15][CH:7]([C:8]1[C:13]([CH3:14])=[CH:12][CH:11]=[CH:10][N:9]=1)[C:6]([OH:16])=[O:5].